Dataset: Catalyst prediction with 721,799 reactions and 888 catalyst types from USPTO. Task: Predict which catalyst facilitates the given reaction. (1) Reactant: [Br:1][C:2]1[C:3]([O:11][C:12]2[CH:17]=[CH:16][C:15]([F:18])=[CH:14][C:13]=2[F:19])=[N:4][CH:5]=[C:6]([CH:10]=1)[C:7](O)=[O:8].CO. Product: [Br:1][C:2]1[CH:10]=[C:6]([CH2:7][OH:8])[CH:5]=[N:4][C:3]=1[O:11][C:12]1[CH:17]=[CH:16][C:15]([F:18])=[CH:14][C:13]=1[F:19]. The catalyst class is: 7. (2) Reactant: [N:1]1[C:6]2=[N:7][N:8]3[CH:13]=[CH:12][CH:11]=[CH:10][C:9]3=[C:5]2[C:4]([NH2:14])=[N:3][CH:2]=1.[N:15]([C:18]1[CH:23]=[CH:22][CH:21]=[C:20]([N+:24]([O-:26])=[O:25])[CH:19]=1)=[C:16]=[O:17]. Product: [N+:24]([C:20]1[CH:19]=[C:18]([NH:15][C:16]([NH:14][C:4]2[C:5]3[C:6](=[N:7][N:8]4[CH:13]=[CH:12][CH:11]=[CH:10][C:9]=34)[N:1]=[CH:2][N:3]=2)=[O:17])[CH:23]=[CH:22][CH:21]=1)([O-:26])=[O:25]. The catalyst class is: 10. (3) Reactant: [F:1][C:2]([F:21])([F:20])[C:3]1[CH:4]=[C:5]([C@H:13]2[O:17][C:16](=[O:18])[NH:15][C@H:14]2[CH3:19])[CH:6]=[C:7]([C:9]([F:12])([F:11])[F:10])[CH:8]=1.C[Si]([N-][Si](C)(C)C)(C)C.[Na+].[Cl:32][C:33]1[C:38]([CH2:39]Cl)=[N:37][CH:36]=[CH:35][N:34]=1. Product: [F:21][C:2]([F:1])([F:20])[C:3]1[CH:4]=[C:5]([C@@H:13]2[O:17][C:16](=[O:18])[N:15]([CH2:39][C:38]3[C:33]([Cl:32])=[N:34][CH:35]=[CH:36][N:37]=3)[C@H:14]2[CH3:19])[CH:6]=[C:7]([C:9]([F:10])([F:11])[F:12])[CH:8]=1. The catalyst class is: 39. (4) Reactant: [Cl:1][C:2]1[N:3]=[C:4](Cl)[C:5]2[NH:10][CH:9]=[CH:8][C:6]=2[N:7]=1.C(=O)([O-])O.[Na+]. Product: [Cl:1][C:2]1[N:3]=[CH:4][C:5]2[NH:10][CH:9]=[CH:8][C:6]=2[N:7]=1. The catalyst class is: 29. (5) Reactant: [C:1]1([S:7]([CH:10]([NH:24][CH2:25][C:26]2[CH:31]=[CH:30][C:29]([C:32]3[CH:37]=[CH:36][CH:35]=[C:34]([C:38]#[C:39][CH3:40])[CH:33]=3)=[CH:28][CH:27]=2)[C:11]2[N:16]=[C:15]([NH:17][CH2:18][C:19]([O:21]CC)=[O:20])[CH:14]=[CH:13][CH:12]=2)(=[O:9])=[O:8])[CH:6]=[CH:5][CH:4]=[CH:3][CH:2]=1.[OH-].[Na+].O.Cl. Product: [C:1]1([S:7]([CH:10]([NH:24][CH2:25][C:26]2[CH:27]=[CH:28][C:29]([C:32]3[CH:37]=[CH:36][CH:35]=[C:34]([C:38]#[C:39][CH3:40])[CH:33]=3)=[CH:30][CH:31]=2)[C:11]2[N:16]=[C:15]([NH:17][CH2:18][C:19]([OH:21])=[O:20])[CH:14]=[CH:13][CH:12]=2)(=[O:9])=[O:8])[CH:6]=[CH:5][CH:4]=[CH:3][CH:2]=1. The catalyst class is: 8.